Binary Classification. Given a miRNA mature sequence and a target amino acid sequence, predict their likelihood of interaction. From a dataset of Experimentally validated miRNA-target interactions with 360,000+ pairs, plus equal number of negative samples. (1) The miRNA is hsa-miR-1245a with sequence AAGUGAUCUAAAGGCCUACAU. The protein sequence of the target gene is MITLITEQLQKQTLDELKCTRFSVSLPLPDHADIPNCGDPFQLVSEGASWRGLPHCSCAEFQDSLNFSYHPSGLSLHLRPPSRGNSPKEPPLSQVLSPEPPDPEKLPVPPAPPSKRHCRSLSVPVDLSRWQPVWRPAPSKLWTPIKHRGNAGGGGPQVPQQSPPKRVSSLRFLQAPSASSQCAPAHRPYSPPFFSLALAQDSAQPCATSPQSGSWESDAESLSPCPPQRRFSLSPSLGPQASRFLPSARSSPASSPELPWRPRGLRNLPRSRSQPCDLDARKTGVKRRHEEDCRRLRPSL.... Result: 0 (no interaction). (2) The miRNA is hsa-miR-335-5p with sequence UCAAGAGCAAUAACGAAAAAUGU. The protein sequence of the target gene is MPLKLRGKKKAKSKETAGLVEGEPTGAGGGSLSASRAPARRLVFHAQLAHGSATGRVEGFSSIQELYAQIAGAFEISPSEILYCTLNTPKIDMERLLGGQLGLEDFIFAHVKGIEKEVNVYKSEDSLGLTITDNGVGYAFIKRIKDGGVIDSVKTICVGDHIESINGENIVGWRHYDVAKKLKELKKEELFTMKLIEPKKAFEIELRSKAGKSSGEKIGCGRATLRLRSKGPATVEEMPSETKAKAIEKIDDVLELYMGIRDIDLATTMFEAGKDKVNPDEFAVALDETLGDFAFPDEFV.... Result: 1 (interaction). (3) The miRNA is mmu-miR-299a-3p with sequence UAUGUGGGACGGUAAACCGCUU. The protein sequence of the target gene is MSGAGEALAPGPVGPQRVAEAGGGQLGSTAQGKCDKDNTEKDITQATNSHFTHGEMQDQSIWGNPSDGELIRTQPQRLPQLQTSAQVPSGEEIGKIKNGHTGLSNGNGIHHGAKHGSADNRKLSAPVSQKMHRKIQSSLSVNSDISKKSKVNAVFSQKTGSSPEDCCVHCILACLFCEFLTLCNIVLGQASCGICTSEACCCCCGDEMGDDCNCPCDMDCGIMDACCESSDCLEICMECCGICFPS. Result: 0 (no interaction). (4) The miRNA is cel-miR-251 with sequence UUAAGUAGUGGUGCCGCUCUUA. The protein sequence of the target gene is MASPSCFHSEDEDSLKGCEMYVQKHGIQQVLKECIVHLCVAKPDRPLRFLREHFEKLEKEENRQILARQKSNSQCDSHDEEISPTPPNPVVKARRRRGGVSAEVYTEEDAVSYVRKVIPKDYKTMTALAKAISKNVLFSHLDDNERSDIFDAMFPVTHIGGETVIQQGNEGDNFYVIDQGEVDVYVNGEWVTNISEGGSFGELALIYGTPRAATVKAKTDLKLWGIDRDSYRRILMGSTLRKRKMYEEFLSKVSILESLEKWERLTVADALEPVQFEDGEKIVVQGEPGDDFYIITEGTA.... Result: 0 (no interaction). (5) The miRNA is hsa-miR-6514-5p with sequence UAUGGAGUGGACUUUCAGCUGGC. The protein sequence of the target gene is MKMSIRTPPRLLELAGRSLLRDQALAMSTLEELPTELFPPLFMEAFSRRRCEALKLMVQAWPFRRLPLRPLIKMPCLEAFQAVLDGLDALLTQGVRPRRWKLQVLDLQDVCENFWMVWSEAMAHGCFLNAKRNKKPVQDCPRMRGRQPLTVFVELWLKNRTLDEYLTYLLLWVKQRKDLLHLCCKKLKILGMPFRNIRSILKMVNLDCIQEVEVNCKWVLPILTQFTPYLGHMRNLQKLVLSHMDVSRYVSPEQKKEIVTQFTTQFLKLRCLQKLYMNSVSFLEGHLDQLLSCLKTSLKV.... Result: 0 (no interaction). (6) The miRNA is hsa-miR-6762-3p with sequence UGGCUGCUUCCCUUGGUCUCCAG. Result: 0 (no interaction). The protein sequence of the target gene is MAPPSVFAEVPQAQPVLVFKLTADFREDPDPRKVNLGVGAYRTDDCHPWVLPVVKKVEQKIANDNSLNHEYLPILGLAEFRSCASRLALGDDSPALKEKRVGGVQSLGGTGALRIGADFLARWYNGTNNKNTPVYVSSPTWENHNAVFSAAGFKDIRSYRYWDAEKRGLDLQGFLNDLENAPEFSIVVLHACAHNPTGIDPTPEQWKQIASVMKHRFLFPFFDSAYQGFASGNLERDAWAIRYFVSEGFEFFCAQSFSKNFGLYNERVGNLTVVGKEPESILQVLSQMEKIVRITWSNPP....